Dataset: Reaction yield outcomes from USPTO patents with 853,638 reactions. Task: Predict the reaction yield, written as a fraction of the theoretical maximum amount of product (1.0 means a 100% yield; for example, 0.34 means a 34% yield). (1) The reactants are [Br:1][C:2]1[CH:9]=[CH:8][C:5]([CH:6]=[O:7])=[C:4]([CH3:10])[CH:3]=1.[CH3:11][Mg]Br.O. The catalyst is O1CCCC1. The product is [Br:1][C:2]1[CH:9]=[CH:8][C:5]([CH:6]([OH:7])[CH3:11])=[C:4]([CH3:10])[CH:3]=1. The yield is 0.560. (2) The reactants are Cl[C:2]1[N:7]=[C:6]([C:8]([NH2:10])=[O:9])[CH:5]=[CH:4][N:3]=1.[Br:11][C:12]1[CH:13]=[C:14](B(O)O)[CH:15]=[C:16]([CH3:18])[CH:17]=1. No catalyst specified. The product is [Br:11][C:12]1[CH:13]=[C:14]([C:2]2[N:7]=[C:6]([C:8]([NH2:10])=[O:9])[CH:5]=[CH:4][N:3]=2)[CH:15]=[C:16]([CH3:18])[CH:17]=1. The yield is 0.540. (3) The reactants are [NH2:1][C:2]1[CH:14]=[C:5]2[CH2:6][N:7]([C:10](=[O:13])[CH2:11][CH3:12])[CH2:8][CH2:9][N:4]2[N:3]=1.Br[C:16]1[C:17](=[O:24])[N:18]([CH3:23])[CH:19]=[C:20]([Br:22])[CH:21]=1.CC1(C)C2C(=C(P(C3C=CC=CC=3)C3C=CC=CC=3)C=CC=2)OC2C(P(C3C=CC=CC=3)C3C=CC=CC=3)=CC=CC1=2.C([O-])([O-])=O.[Cs+].[Cs+]. The catalyst is C1C=CC(/C=C/C(/C=C/C2C=CC=CC=2)=O)=CC=1.C1C=CC(/C=C/C(/C=C/C2C=CC=CC=2)=O)=CC=1.C1C=CC(/C=C/C(/C=C/C2C=CC=CC=2)=O)=CC=1.[Pd].[Pd].O1CCOCC1. The product is [Br:22][C:20]1[CH:21]=[C:16]([NH:1][C:2]2[CH:14]=[C:5]3[CH2:6][N:7]([C:10](=[O:13])[CH2:11][CH3:12])[CH2:8][CH2:9][N:4]3[N:3]=2)[C:17](=[O:24])[N:18]([CH3:23])[CH:19]=1. The yield is 0.720.